This data is from Reaction yield outcomes from USPTO patents with 853,638 reactions. The task is: Predict the reaction yield, written as a fraction of the theoretical maximum amount of product (1.0 means a 100% yield; for example, 0.34 means a 34% yield). (1) The reactants are [NH2:1][C:2]1[C:7]2=[CH:8][CH:9]=[C:10]([C:11]#[C:12][CH2:13][CH2:14][OH:15])[N:6]2[N:5]=[CH:4][N:3]=1. The catalyst is C(O)(=O)C.[Pt](=O)=O. The product is [NH2:1][C:2]1[C:7]2=[CH:8][CH:9]=[C:10]([CH2:11][CH2:12][CH2:13][CH2:14][OH:15])[N:6]2[N:5]=[CH:4][N:3]=1. The yield is 0.910. (2) The reactants are [NH:1]1[C:9]2[C:4](=[CH:5][CH:6]=[CH:7][CH:8]=2)[CH2:3][C:2]1=[O:10].[Li][CH2:12]CCC.CI. The catalyst is C1COCC1. The product is [CH3:12][CH:3]1[C:4]2[C:9](=[CH:8][CH:7]=[CH:6][CH:5]=2)[NH:1][C:2]1=[O:10]. The yield is 0.860. (3) The reactants are [CH3:1][C:2]([CH3:7])([CH3:6])[C:3](Cl)=[O:4].[Cl:8][C:9]1[CH:34]=[CH:33][C:12]2[N:13]3[C:17]([CH2:18][NH:19][CH2:20][C:11]=2[CH:10]=1)=[N:16][N:15]=[C:14]3[CH:21]1[CH2:26][CH2:25][N:24]([C:27]2[N:32]=[CH:31][CH:30]=[CH:29][N:28]=2)[CH2:23][CH2:22]1. No catalyst specified. The product is [Cl:8][C:9]1[CH:34]=[CH:33][C:12]2[N:13]3[C:17]([CH2:18][N:19]([C:3](=[O:4])[C:2]([CH3:7])([CH3:6])[CH3:1])[CH2:20][C:11]=2[CH:10]=1)=[N:16][N:15]=[C:14]3[CH:21]1[CH2:26][CH2:25][N:24]([C:27]2[N:28]=[CH:29][CH:30]=[CH:31][N:32]=2)[CH2:23][CH2:22]1. The yield is 0.420. (4) The reactants are Br[CH2:2][C:3]1[CH:8]=[CH:7][C:6](B2OC(C)(C)C(C)(C)O2)=[CH:5][CH:4]=1.[C:18]([N:21]1[CH2:26][CH2:25][NH:24][CH2:23][CH2:22]1)(=[O:20])[CH3:19].C([O-])([O-])=O.[K+].[K+].Br[C:34]1[CH:35]=[C:36]2[C:42]([C:43]3[CH:44]=[C:45]4[C:49](=[CH:50][CH:51]=3)[NH:48][CH:47]=[CH:46]4)=[CH:41][N:40](S(C3C=CC(C)=CC=3)(=O)=O)[C:37]2=[N:38][CH:39]=1. The catalyst is CN(C=O)C.Cl[Pd](Cl)([P](C1C=CC=CC=1)(C1C=CC=CC=1)C1C=CC=CC=1)[P](C1C=CC=CC=1)(C1C=CC=CC=1)C1C=CC=CC=1. The product is [NH:48]1[C:49]2[C:45](=[CH:44][C:43]([C:42]3[C:36]4[C:37](=[N:38][CH:39]=[C:34]([C:6]5[CH:5]=[CH:4][C:3]([CH2:2][N:24]6[CH2:25][CH2:26][N:21]([C:18](=[O:20])[CH3:19])[CH2:22][CH2:23]6)=[CH:8][CH:7]=5)[CH:35]=4)[NH:40][CH:41]=3)=[CH:51][CH:50]=2)[CH:46]=[CH:47]1. The yield is 0.460.